From a dataset of Forward reaction prediction with 1.9M reactions from USPTO patents (1976-2016). Predict the product of the given reaction. (1) Given the reactants CC1(C)C(C)(C)OB([C:9]2[CH:13]=[CH:12][O:11][C:10]=2[CH3:14])O1.Cl[C:17]1[N:22]=[C:21]([N:23]2[CH2:28][C@H:27]([CH3:29])[O:26][C@H:25]([CH3:30])[CH2:24]2)[CH:20]=[N:19][CH:18]=1.O.C(=O)([O-])[O-].[Na+].[Na+], predict the reaction product. The product is: [CH3:30][C@H:25]1[O:26][C@@H:27]([CH3:29])[CH2:28][N:23]([C:21]2[CH:20]=[N:19][CH:18]=[C:17]([C:9]3[CH:13]=[CH:12][O:11][C:10]=3[CH3:14])[N:22]=2)[CH2:24]1. (2) The product is: [N:1]1[CH:6]=[CH:5][CH:4]=[CH:3][C:2]=1[O:7][C@H:8]1[C@@H:13]2[CH2:14][C@@H:10]([CH2:11][NH:12]2)[CH2:9]1. Given the reactants [N:1]1[CH:6]=[CH:5][CH:4]=[CH:3][C:2]=1[O:7][C@H:8]1[C@@H:13]2[CH2:14][C@@H:10]([CH2:11][N:12]2C(OC(C)(C)C)=O)[CH2:9]1.Cl, predict the reaction product.